This data is from Catalyst prediction with 721,799 reactions and 888 catalyst types from USPTO. The task is: Predict which catalyst facilitates the given reaction. Reactant: Cl[C:2]1[C:11]2[CH2:10][CH2:9][C:8]3[CH:12]=[CH:13][C:14]([O:16][CH3:17])=[CH:15][C:7]=3[C:6]=2[N:5]=[CH:4][N:3]=1.[CH3:18][C:19]1[N:20]=[CH:21][N:22]([C:25]2[CH:26]=[C:27]([NH2:31])[CH:28]=[CH:29][CH:30]=2)[C:23]=1[CH3:24].[OH-].[Na+]. Product: [CH3:18][C:19]1[N:20]=[CH:21][N:22]([C:25]2[CH:26]=[C:27]([NH:31][C:2]3[C:11]4[CH2:10][CH2:9][C:8]5[CH:12]=[CH:13][C:14]([O:16][CH3:17])=[CH:15][C:7]=5[C:6]=4[N:5]=[CH:4][N:3]=3)[CH:28]=[CH:29][CH:30]=2)[C:23]=1[CH3:24]. The catalyst class is: 4.